Task: Predict the product of the given reaction.. Dataset: Forward reaction prediction with 1.9M reactions from USPTO patents (1976-2016) (1) Given the reactants [CH2:1]([C:6]1[CH:11]=[CH:10][C:9]([C:12]2[CH:17]=[C:16]([OH:18])[CH:15]=[C:14]([OH:19])[CH:13]=2)=[CH:8][CH:7]=1)[CH2:2][CH2:3][CH2:4][CH3:5].Cl[CH2:21][CH2:22][O:23][CH2:24][CH2:25][OH:26].C(=O)([O-])[O-].[K+].[K+].Cl, predict the reaction product. The product is: [OH:26][CH2:25][CH2:24][O:23][CH2:22][CH2:21][O:19][C:14]1[CH:15]=[C:16]([OH:18])[CH:17]=[C:12]([C:9]2[CH:8]=[CH:7][C:6]([CH2:1][CH2:2][CH2:3][CH2:4][CH3:5])=[CH:11][CH:10]=2)[CH:13]=1. (2) Given the reactants O=[C:2]([CH:6]1[CH2:10][CH2:9][O:8][CH2:7]1)[CH2:3][C:4]#[N:5].Cl.Cl.[CH3:13][O:14][C:15]1[CH:20]=[CH:19][C:18]([NH:21][NH2:22])=[CH:17][CH:16]=1.[OH-].[Na+], predict the reaction product. The product is: [CH3:13][O:14][C:15]1[CH:20]=[CH:19][C:18]([N:21]2[C:4]([NH2:5])=[CH:3][C:2]([CH:6]3[CH2:10][CH2:9][O:8][CH2:7]3)=[N:22]2)=[CH:17][CH:16]=1. (3) The product is: [C:37]([C:35]1[CH:34]=[C:25]([CH2:26][N:27]([CH2:28][CH2:29][N:30]([CH3:31])[CH3:32])[CH3:33])[C:24]([O:41][CH3:42])=[C:23]([NH:22][C:6](=[O:8])[C:5]2[CH:9]=[CH:10][C:2]([CH3:1])=[C:3]([N:11]3[CH:15]=[C:14]([C:16]4[CH:17]=[N:18][CH:19]=[CH:20][CH:21]=4)[N:13]=[N:12]3)[CH:4]=2)[CH:36]=1)([CH3:40])([CH3:38])[CH3:39]. Given the reactants [CH3:1][C:2]1[CH:10]=[CH:9][C:5]([C:6]([OH:8])=O)=[CH:4][C:3]=1[N:11]1[CH:15]=[C:14]([C:16]2[CH:17]=[N:18][CH:19]=[CH:20][CH:21]=2)[N:13]=[N:12]1.[NH2:22][C:23]1[C:24]([O:41][CH3:42])=[C:25]([CH:34]=[C:35]([C:37]([CH3:40])([CH3:39])[CH3:38])[CH:36]=1)[CH2:26][N:27]([CH3:33])[CH2:28][CH2:29][N:30]([CH3:32])[CH3:31], predict the reaction product. (4) Given the reactants O[CH:2]1[CH2:7][CH2:6][CH:5]([C:8]([O:10][CH2:11][CH3:12])=[O:9])[CH2:4][CH2:3]1.N1C=CN=C1.C1(P(C2C=CC=CC=2)C2C=CC=CC=2)C=CC=CC=1.[I:37]I, predict the reaction product. The product is: [I:37][CH:2]1[CH2:7][CH2:6][CH:5]([C:8]([O:10][CH2:11][CH3:12])=[O:9])[CH2:4][CH2:3]1. (5) Given the reactants C(OC([N:8]1[CH2:13][CH2:12][O:11][CH2:10][CH:9]1[CH2:14][NH:15][S:16]([CH:19]1[CH2:21][CH2:20]1)(=[O:18])=[O:17])=O)(C)(C)C, predict the reaction product. The product is: [NH:8]1[CH2:13][CH2:12][O:11][CH2:10][CH:9]1[CH2:14][NH:15][S:16]([CH:19]1[CH2:20][CH2:21]1)(=[O:18])=[O:17].